From a dataset of Full USPTO retrosynthesis dataset with 1.9M reactions from patents (1976-2016). Predict the reactants needed to synthesize the given product. (1) Given the product [CH3:44][C:38]1[CH:39]=[CH:40][C:41]([CH3:43])=[CH:42][C:37]=1[CH:33]1[CH2:34][CH2:35][CH2:36][N:32]1[C:29]1[CH:30]=[CH:31][C:26]2[N:27]([C:23]([C:11]3[CH:12]=[CH:13][C:14]([F:15])=[C:9]([CH:10]=3)[C:7]#[N:8])=[CH:24][N:25]=2)[N:28]=1, predict the reactants needed to synthesize it. The reactants are: C(=O)([O-])[O-].[Na+].[Na+].[C:7]([C:9]1[CH:10]=[C:11](B(O)O)[CH:12]=[CH:13][C:14]=1[F:15])#[N:8].ClCCl.Br[C:23]1[N:27]2[N:28]=[C:29]([N:32]3[CH2:36][CH2:35][CH2:34][CH:33]3[C:37]3[CH:42]=[C:41]([CH3:43])[CH:40]=[CH:39][C:38]=3[CH3:44])[CH:30]=[CH:31][C:26]2=[N:25][CH:24]=1. (2) Given the product [NH:1]1[C:9]2[C:4](=[CH:5][CH:6]=[CH:7][CH:8]=2)[C:3]([S:10][CH2:11][C:12]([NH:15][C:16]2[CH:20]=[C:19]([CH3:21])[O:18][N:17]=2)=[O:14])=[CH:2]1, predict the reactants needed to synthesize it. The reactants are: [NH:1]1[C:9]2[C:4](=[CH:5][CH:6]=[CH:7][CH:8]=2)[C:3]([S:10][CH2:11][C:12]([OH:14])=O)=[CH:2]1.[NH2:15][C:16]1[CH:20]=[C:19]([CH3:21])[O:18][N:17]=1.C1CN(C(Cl)=[N+]2CCCC2)CC1.F[P-](F)(F)(F)(F)F.CCN(C(C)C)C(C)C.ClC(Cl)C.